From a dataset of NCI-60 drug combinations with 297,098 pairs across 59 cell lines. Regression. Given two drug SMILES strings and cell line genomic features, predict the synergy score measuring deviation from expected non-interaction effect. (1) Drug 2: COCCOC1=C(C=C2C(=C1)C(=NC=N2)NC3=CC=CC(=C3)C#C)OCCOC.Cl. Synergy scores: CSS=18.6, Synergy_ZIP=-9.79, Synergy_Bliss=-2.69, Synergy_Loewe=-28.0, Synergy_HSA=-4.26. Drug 1: C1=NC2=C(N=C(N=C2N1C3C(C(C(O3)CO)O)F)Cl)N. Cell line: CAKI-1. (2) Drug 1: CCCCC(=O)OCC(=O)C1(CC(C2=C(C1)C(=C3C(=C2O)C(=O)C4=C(C3=O)C=CC=C4OC)O)OC5CC(C(C(O5)C)O)NC(=O)C(F)(F)F)O. Drug 2: C1CN1C2=NC(=NC(=N2)N3CC3)N4CC4. Cell line: SK-MEL-5. Synergy scores: CSS=54.4, Synergy_ZIP=1.38, Synergy_Bliss=1.96, Synergy_Loewe=-15.0, Synergy_HSA=-1.31. (3) Drug 1: CN1C2=C(C=C(C=C2)N(CCCl)CCCl)N=C1CCCC(=O)O.Cl. Drug 2: C#CCC(CC1=CN=C2C(=N1)C(=NC(=N2)N)N)C3=CC=C(C=C3)C(=O)NC(CCC(=O)O)C(=O)O. Cell line: DU-145. Synergy scores: CSS=-4.17, Synergy_ZIP=4.72, Synergy_Bliss=3.69, Synergy_Loewe=-1.61, Synergy_HSA=-2.82. (4) Drug 1: C1=CC(=CC=C1CCCC(=O)O)N(CCCl)CCCl. Drug 2: CC12CCC3C(C1CCC2O)C(CC4=C3C=CC(=C4)O)CCCCCCCCCS(=O)CCCC(C(F)(F)F)(F)F. Cell line: 786-0. Synergy scores: CSS=40.8, Synergy_ZIP=-2.06, Synergy_Bliss=-6.30, Synergy_Loewe=-5.20, Synergy_HSA=-7.18. (5) Drug 1: CC1=C2C(C(=O)C3(C(CC4C(C3C(C(C2(C)C)(CC1OC(=O)C(C(C5=CC=CC=C5)NC(=O)OC(C)(C)C)O)O)OC(=O)C6=CC=CC=C6)(CO4)OC(=O)C)O)C)O. Drug 2: CC1=C(N=C(N=C1N)C(CC(=O)N)NCC(C(=O)N)N)C(=O)NC(C(C2=CN=CN2)OC3C(C(C(C(O3)CO)O)O)OC4C(C(C(C(O4)CO)O)OC(=O)N)O)C(=O)NC(C)C(C(C)C(=O)NC(C(C)O)C(=O)NCCC5=NC(=CS5)C6=NC(=CS6)C(=O)NCCC[S+](C)C)O. Cell line: HCT116. Synergy scores: CSS=21.6, Synergy_ZIP=0.485, Synergy_Bliss=-2.48, Synergy_Loewe=-7.92, Synergy_HSA=-4.08. (6) Drug 1: C1CCN(CC1)CCOC2=CC=C(C=C2)C(=O)C3=C(SC4=C3C=CC(=C4)O)C5=CC=C(C=C5)O. Drug 2: CN1C2=C(C=C(C=C2)N(CCCl)CCCl)N=C1CCCC(=O)O.Cl. Synergy scores: CSS=27.5, Synergy_ZIP=-0.513, Synergy_Bliss=8.63, Synergy_Loewe=6.07, Synergy_HSA=6.21. Cell line: SNB-19. (7) Drug 1: CCCS(=O)(=O)NC1=C(C(=C(C=C1)F)C(=O)C2=CNC3=C2C=C(C=N3)C4=CC=C(C=C4)Cl)F. Drug 2: C1=NC2=C(N1)C(=S)N=C(N2)N. Cell line: CCRF-CEM. Synergy scores: CSS=31.7, Synergy_ZIP=-0.305, Synergy_Bliss=-5.37, Synergy_Loewe=-24.7, Synergy_HSA=-6.50. (8) Drug 1: CC1=C2C(C(=O)C3(C(CC4C(C3C(C(C2(C)C)(CC1OC(=O)C(C(C5=CC=CC=C5)NC(=O)OC(C)(C)C)O)O)OC(=O)C6=CC=CC=C6)(CO4)OC(=O)C)O)C)O. Drug 2: N.N.Cl[Pt+2]Cl. Cell line: HCT-15. Synergy scores: CSS=37.3, Synergy_ZIP=-11.1, Synergy_Bliss=-3.58, Synergy_Loewe=-3.42, Synergy_HSA=-3.63.